From a dataset of Reaction yield outcomes from USPTO patents with 853,638 reactions. Predict the reaction yield, written as a fraction of the theoretical maximum amount of product (1.0 means a 100% yield; for example, 0.34 means a 34% yield). (1) The product is [Br:1][C:2]1[CH:7]=[C:6]([F:8])[CH:5]=[CH:4][C:3]=1[CH:9]1[N:10]=[C:11]([C:22]2[S:23][CH:24]=[CH:25][N:26]=2)[NH:12][C:13]([CH2:20][N:27]2[CH2:31][CH2:30][CH2:29][CH:28]2[C:32]([OH:34])=[O:33])=[C:14]1[C:15]([O:17][CH2:18][CH3:19])=[O:16]. The reactants are [Br:1][C:2]1[CH:7]=[C:6]([F:8])[CH:5]=[CH:4][C:3]=1[CH:9]1[C:14]([C:15]([O:17][CH2:18][CH3:19])=[O:16])=[C:13]([CH2:20]Br)[NH:12][C:11]([C:22]2[S:23][CH:24]=[CH:25][N:26]=2)=[N:10]1.[NH:27]1[CH2:31][CH2:30][CH2:29][CH:28]1[C:32]([OH:34])=[O:33]. No catalyst specified. The yield is 0.250. (2) The reactants are [N-:1]=[N+:2]=[N-:3].[Na+].[CH3:5][O:6][C:7]1[CH:12]=[CH:11][C:10]([CH2:13][CH2:14][CH2:15][CH2:16]OS(C2C=CC(C)=CC=2)(=O)=O)=[CH:9][CH:8]=1. The catalyst is CN(C=O)C. The product is [CH3:5][O:6][C:7]1[CH:12]=[CH:11][C:10]([CH2:13][CH2:14][CH2:15][CH2:16][N:1]=[N+:2]=[N-:3])=[CH:9][CH:8]=1. The yield is 0.950. (3) The reactants are C(Cl)CCl.CNC[C:8]1[NH:9][C:10]2[C:15]([C:16]=1[CH3:17])=[CH:14][CH:13]=[CH:12][CH:11]=2.Cl.[NH2:19][C:20]1[N:25]=[CH:24][C:23](/[CH:26]=[CH:27]/C(O)=O)=[CH:22][CH:21]=1.C1C=CC2N(O)N=NC=2C=1.CCN(C(C)C)C(C)C.[CH3:50][N:51]([CH:53]=[O:54])[CH3:52]. The catalyst is O. The product is [NH2:19][C:20]1[N:25]=[CH:24][C:23]([C:26](=[CH2:27])[C:53]([N:51]([CH3:52])[CH2:50][C:8]2[NH:9][C:10]3[C:15]([C:16]=2[CH3:17])=[CH:14][CH:13]=[CH:12][CH:11]=3)=[O:54])=[CH:22][CH:21]=1. The yield is 0.230. (4) The reactants are [CH3:1][O:2][C:3]1[C:12]2[N:11]=[N:10][C:9]3=[C:13]([CH3:23])[N:14]=[C:15]([C:16]4[CH:17]=[N:18][CH:19]=[CH:20][C:21]=4[CH3:22])[N:8]3[C:7]=2[CH:6]=[C:5]([OH:24])[CH:4]=1.C(=O)([O-])[O-].[Cs+].[Cs+].Cl[C:32]([F:37])([F:36])C([O-])=O.[Na+].CN(C=O)C. The catalyst is O.C(Cl)Cl.CO. The product is [F:36][CH:32]([F:37])[O:24][C:5]1[CH:4]=[C:3]([O:2][CH3:1])[C:12]2[N:11]=[N:10][C:9]3=[C:13]([CH3:23])[N:14]=[C:15]([C:16]4[CH:17]=[N:18][CH:19]=[CH:20][C:21]=4[CH3:22])[N:8]3[C:7]=2[CH:6]=1. The yield is 0.593. (5) The reactants are [NH2:1][C:2]1[CH:7]=[CH:6][CH:5]=[CH:4][N:3]=1.C(N(CC)CC)C.[F:15][C:16]([F:27])([F:26])[C:17](O[C:17](=[O:18])[C:16]([F:27])([F:26])[F:15])=[O:18].O. The catalyst is C(OCC)(=O)C. The product is [F:15][C:16]([F:27])([F:26])[C:17]([N:1]=[C:2]1[CH:7]=[CH:6][CH:5]=[CH:4][NH:3]1)=[O:18]. The yield is 0.772. (6) The reactants are [NH2:1][CH:2]([C:6]1[CH:11]=[CH:10][C:9]([F:12])=[CH:8][CH:7]=1)[C:3]([OH:5])=[O:4].Cl[C:14](Cl)([O:16]C(=O)OC(Cl)(Cl)Cl)Cl. The catalyst is C1COCC1. The product is [F:12][C:9]1[CH:10]=[CH:11][C:6]([CH:2]2[C:3](=[O:5])[O:4][C:14](=[O:16])[NH:1]2)=[CH:7][CH:8]=1. The yield is 0.870.